From a dataset of Peptide-MHC class II binding affinity with 134,281 pairs from IEDB. Regression. Given a peptide amino acid sequence and an MHC pseudo amino acid sequence, predict their binding affinity value. This is MHC class II binding data. (1) The peptide sequence is GELQIVDKIHAAFKI. The MHC is DRB1_1101 with pseudo-sequence DRB1_1101. The binding affinity (normalized) is 0.756. (2) The peptide sequence is GIAQSASVLSFMDKG. The MHC is DRB1_1301 with pseudo-sequence DRB1_1301. The binding affinity (normalized) is 0.576. (3) The peptide sequence is CKRTYSDRGWGNGCG. The MHC is DRB3_0101 with pseudo-sequence DRB3_0101. The binding affinity (normalized) is 0.274. (4) The peptide sequence is YHFDLSGIAFGSMAK. The MHC is HLA-DQA10301-DQB10302 with pseudo-sequence HLA-DQA10301-DQB10302. The binding affinity (normalized) is 0.225. (5) The peptide sequence is QSCRRPNAQRFGISN. The MHC is HLA-DPA10103-DPB10401 with pseudo-sequence HLA-DPA10103-DPB10401. The binding affinity (normalized) is 0.0670. (6) The peptide sequence is LGWNIITFKDKTDIH. The MHC is HLA-DQA10201-DQB10301 with pseudo-sequence HLA-DQA10201-DQB10301. The binding affinity (normalized) is 0. (7) The peptide sequence is SMHLMLANAGRSSGS. The MHC is DRB4_0101 with pseudo-sequence DRB4_0103. The binding affinity (normalized) is 0.615. (8) The peptide sequence is PELQIVDKIDAAFKI. The MHC is DRB1_0404 with pseudo-sequence DRB1_0404. The binding affinity (normalized) is 0.453. (9) The peptide sequence is VVVHITDDNEEPIAA. The MHC is HLA-DPA10103-DPB10201 with pseudo-sequence HLA-DPA10103-DPB10201. The binding affinity (normalized) is 0.0412.